From a dataset of Forward reaction prediction with 1.9M reactions from USPTO patents (1976-2016). Predict the product of the given reaction. (1) Given the reactants [Li]CCCC.CCCCCC.Br[C:13]1[CH:14]=[C:15]2[C:20](=[CH:21][CH:22]=1)[N:19]=[C:18]([O:23][CH3:24])[CH:17]=[C:16]2[C:25]1[CH:26]=[N:27][CH:28]=[CH:29][CH:30]=1.[Cl:31][C:32]1[CH:37]=[CH:36][C:35]([C:38]([C:40]2[N:44]([CH3:45])[CH:43]=[N:42][CH:41]=2)=[O:39])=[CH:34][CH:33]=1, predict the reaction product. The product is: [Cl:31][C:32]1[CH:33]=[CH:34][C:35]([C:38]([C:40]2[N:44]([CH3:45])[CH:43]=[N:42][CH:41]=2)([C:13]2[CH:14]=[C:15]3[C:20](=[CH:21][CH:22]=2)[N:19]=[C:18]([O:23][CH3:24])[CH:17]=[C:16]3[C:25]2[CH:26]=[N:27][CH:28]=[CH:29][CH:30]=2)[OH:39])=[CH:36][CH:37]=1. (2) Given the reactants [Cl:1][C:2]1[CH:32]=[C:31]([Cl:33])[CH:30]=[CH:29][C:3]=1[C:4]([NH:6][CH2:7][C:8]1([C:22]2[C:27]([F:28])=[CH:26][CH:25]=[CH:24][N:23]=2)[CH2:13][CH2:12][N:11]([S:14]([C:17]2[N:18]=[N:19][NH:20][CH:21]=2)(=[O:16])=[O:15])[CH2:10][CH2:9]1)=[O:5].[CH3:34]OC(OC)N(C)C, predict the reaction product. The product is: [Cl:1][C:2]1[CH:32]=[C:31]([Cl:33])[CH:30]=[CH:29][C:3]=1[C:4]([NH:6][CH2:7][C:8]1([C:22]2[C:27]([F:28])=[CH:26][CH:25]=[CH:24][N:23]=2)[CH2:9][CH2:10][N:11]([S:14]([C:17]2[N:18]=[N:19][N:20]([CH3:34])[CH:21]=2)(=[O:16])=[O:15])[CH2:12][CH2:13]1)=[O:5]. (3) The product is: [CH2:21]([NH:17][C:10](=[O:12])[C@@H:9]([NH:8][C:6](=[O:7])[O:5][C:1]([CH3:2])([CH3:3])[CH3:4])[CH2:13][CH3:14])[CH:20]=[CH2:25]. Given the reactants [C:1]([O:5][C:6]([NH:8][C@@H:9]([CH2:13][CH3:14])[C:10]([OH:12])=O)=[O:7])([CH3:4])([CH3:3])[CH3:2].O.O[N:17]1[C:21]2C=CC=[CH:25][C:20]=2N=N1.Cl.CN(C)CCCN=C=NCC.C(N(CC)CC)C.C(N)C=C, predict the reaction product. (4) Given the reactants I[C:2]1[CH:7]=[CH:6][C:5]([N+:8]([O-:10])=[O:9])=[CH:4][C:3]=1[CH3:11].BrC1C=CC(F)=CC=1C.[F:21][C:22]1[CH:27]=[CH:26][C:25]([OH:28])=[C:24]([CH3:29])[CH:23]=1, predict the reaction product. The product is: [F:21][C:22]1[CH:27]=[CH:26][C:25]([O:28][C:2]2[CH:7]=[CH:6][C:5]([N+:8]([O-:10])=[O:9])=[CH:4][C:3]=2[CH3:11])=[C:24]([CH3:29])[CH:23]=1. (5) Given the reactants Cl[C:2]1[CH:7]=[CH:6][N:5]=[C:4]([C:8]#[N:9])[CH:3]=1.C(=O)([O-])[O-].[K+].[K+].[F:16][C:17]1[CH:22]=[CH:21][CH:20]=[CH:19][C:18]=1B(O)O.[Cl-].[NH4+], predict the reaction product. The product is: [F:16][C:17]1[CH:22]=[CH:21][CH:20]=[CH:19][C:18]=1[C:2]1[CH:7]=[CH:6][N:5]=[C:4]([C:8]#[N:9])[CH:3]=1. (6) Given the reactants [O:1]1[CH2:6][CH2:5][CH:4]([C:7](O)=O)[CH2:3][CH2:2]1.[CH3:10][C:11]1[N:21]=C[CH:19]=[CH:18][C:12]=1[C:13]([O:15][CH2:16][CH3:17])=[O:14].S(OOS([O-])(=O)=O)([O-])(=O)=O.[NH4+].[NH4+].[NH4+].[OH-], predict the reaction product. The product is: [CH2:16]([O:15][C:13](=[O:14])[C:12]1[CH:18]=[CH:19][C:7]([CH:4]2[CH2:3][CH2:2][O:1][CH2:6][CH2:5]2)=[N:21][C:11]=1[CH3:10])[CH3:17]. (7) Given the reactants C(OC(=O)[C:5]1[CH:10]=[C:9]([Br:11])[CH:8]=[N:7][CH:6]=1)C.[CH3:13][Mg+].[Br-].CC[O:18][CH2:19][CH3:20], predict the reaction product. The product is: [Br:11][C:9]1[CH:10]=[C:5]([C:19]([OH:18])([CH3:20])[CH3:13])[CH:6]=[N:7][CH:8]=1. (8) The product is: [F:20][C:19]([S:18][CH2:17][CH2:16][CH2:15][CH2:14][CH2:13][CH2:12][CH2:11][CH2:10][CH2:9][CH2:8][CH2:7][CH2:6][C:23]1[CH:28]=[CH:27][CH:26]=[CH:25][CH:24]=1)([F:22])[F:21]. Given the reactants [Al+3].[Cl-].[Cl-].[Cl-].Br[CH2:6][CH2:7][CH2:8][CH2:9][CH2:10][CH2:11][CH2:12][CH2:13][CH2:14][CH2:15][CH2:16][CH2:17][S:18][C:19]([F:22])([F:21])[F:20].[CH:23]1[CH:28]=[CH:27][CH:26]=[CH:25][CH:24]=1, predict the reaction product.